Dataset: Full USPTO retrosynthesis dataset with 1.9M reactions from patents (1976-2016). Task: Predict the reactants needed to synthesize the given product. (1) Given the product [C:53]([NH:58][C:31]([C:3]1[C:4]2[C:5](=[N:6][CH:7]=[C:8]([C:10]3[CH:15]=[C:14]([O:16][CH3:17])[C:13]([O:18][CH3:19])=[C:12]([O:20][CH3:21])[CH:11]=3)[N:9]=2)[N:22]([CH2:23][O:24][CH2:25][CH2:26][Si:27]([CH3:28])([CH3:30])[CH3:29])[C:2]=1[CH3:1])=[O:33])([CH3:67])([CH3:54])[CH3:52], predict the reactants needed to synthesize it. The reactants are: [CH3:1][C:2]1[N:22]([CH2:23][O:24][CH2:25][CH2:26][Si:27]([CH3:30])([CH3:29])[CH3:28])[C:5]2=[N:6][CH:7]=[C:8]([C:10]3[CH:15]=[C:14]([O:16][CH3:17])[C:13]([O:18][CH3:19])=[C:12]([O:20][CH3:21])[CH:11]=3)[N:9]=[C:4]2[C:3]=1[C:31]([OH:33])=O.C1CN([P+](ON2N=[N:58][C:53]3[CH:54]=CC=C[C:52]2=3)(N2CCCC2)N2CCCC2)CC1.F[P-](F)(F)(F)(F)F.[CH2:67](N)CCC. (2) Given the product [F:21][C:22]1[CH:27]=[C:26]([B:29]([OH:34])[OH:30])[C:25]([F:28])=[CH:24][N:23]=1, predict the reactants needed to synthesize it. The reactants are: C(NC(C)C)(C)C.C([Li])CCC.[Li+].CC([N-]C(C)C)C.[F:21][C:22]1[CH:27]=[CH:26][C:25]([F:28])=[CH:24][N:23]=1.[B:29](OC(C)C)([O:34]C(C)C)[O:30]C(C)C.Cl. (3) The reactants are: [NH2:1][C:2]1[N:6]([C:7]2[CH:12]=[CH:11][C:10]([F:13])=[CH:9][CH:8]=2)[N:5]=[C:4]([CH2:14][CH3:15])[C:3]=1[C:16]([OH:18])=O.N1C=CC=N1.O=S(Cl)Cl.Cl.[NH2:29][CH2:30][C:31]([C:33]1[CH:38]=[CH:37][CH:36]=[CH:35][CH:34]=1)=O.C(N(CC)CC)C. Given the product [CH2:14]([C:4]1[C:3]2[C:16](=[O:18])[NH:29][CH2:30][C:31]([C:33]3[CH:38]=[CH:37][CH:36]=[CH:35][CH:34]=3)=[N:1][C:2]=2[N:6]([C:7]2[CH:8]=[CH:9][C:10]([F:13])=[CH:11][CH:12]=2)[N:5]=1)[CH3:15], predict the reactants needed to synthesize it. (4) Given the product [Br:1][C:2]1[N:7]=[C:6]([C:8]([O:10][CH2:15][CH3:16])=[O:9])[CH:5]=[CH:4][CH:3]=1, predict the reactants needed to synthesize it. The reactants are: [Br:1][C:2]1[N:7]=[C:6]([C:8]([OH:10])=[O:9])[CH:5]=[CH:4][CH:3]=1.S(Cl)(Cl)=O.[CH2:15](O)[CH3:16]. (5) Given the product [C:1]([O:5][C:6]([N:8]1[CH2:13][CH2:12][CH:11]([NH:21][C:20]2[CH:22]=[CH:23][C:17]([S:16][CH3:15])=[CH:18][CH:19]=2)[CH2:10][CH2:9]1)=[O:7])([CH3:4])([CH3:3])[CH3:2], predict the reactants needed to synthesize it. The reactants are: [C:1]([O:5][C:6]([N:8]1[CH2:13][CH2:12][C:11](=O)[CH2:10][CH2:9]1)=[O:7])([CH3:4])([CH3:3])[CH3:2].[CH3:15][S:16][C:17]1[CH:23]=[CH:22][C:20]([NH2:21])=[CH:19][CH:18]=1. (6) Given the product [Cl:17][C:16]1[C:2]([Cl:1])=[CH:3][C:4]2[NH:8][C:7]([C:9]([OH:14])([CH2:21][CH2:20][CH:19]=[CH2:18])[C:10]([F:13])([F:11])[F:12])=[N:6][C:5]=2[CH:15]=1, predict the reactants needed to synthesize it. The reactants are: [Cl:1][C:2]1[C:16]([Cl:17])=[CH:15][C:5]2[NH:6][C:7]([C:9](=[O:14])[C:10]([F:13])([F:12])[F:11])=[N:8][C:4]=2[CH:3]=1.[CH2:18]([Mg]Br)[CH2:19][CH:20]=[CH2:21].